From a dataset of Forward reaction prediction with 1.9M reactions from USPTO patents (1976-2016). Predict the product of the given reaction. (1) Given the reactants O=[C:2]1[CH2:7][CH2:6][CH:5]([C:8]([O:10][CH2:11][CH3:12])=[O:9])[CH2:4][CH2:3]1.Br[C:14](Br)([F:16])[F:15].C1(P(C2C=CC=CC=2)C2C=CC=CC=2)C=CC=CC=1, predict the reaction product. The product is: [F:15][C:14]([F:16])=[C:2]1[CH2:7][CH2:6][CH:5]([C:8]([O:10][CH2:11][CH3:12])=[O:9])[CH2:4][CH2:3]1. (2) Given the reactants [F:1][C:2]1[CH:3]=[C:4]([CH:33]=[CH:34][CH:35]=1)[CH2:5][N:6]1[C:14]2[C:9](=[CH:10][C:11]([NH:15][C:16]3[C:25]4[C:20](=[CH:21][CH:22]=[CH:23][C:24]=4[O:26][C@@H:27]([CH3:32])[C:28](OC)=[O:29])[N:19]=[CH:18][N:17]=3)=[CH:12][CH:13]=2)[CH:8]=[N:7]1.[NH:36]1[CH2:40][CH2:39][CH2:38][CH2:37]1, predict the reaction product. The product is: [F:1][C:2]1[CH:3]=[C:4]([CH:33]=[CH:34][CH:35]=1)[CH2:5][N:6]1[C:14]2[C:9](=[CH:10][C:11]([NH:15][C:16]3[C:25]4[C:20](=[CH:21][CH:22]=[CH:23][C:24]=4[O:26][C@@H:27]([CH3:32])[C:28](=[O:29])[N:36]4[CH2:40][CH2:39][CH2:38][CH2:37]4)[N:19]=[CH:18][N:17]=3)=[CH:12][CH:13]=2)[CH:8]=[N:7]1. (3) Given the reactants [F:1][C:2]1[CH:10]=[CH:9][C:5]([C:6]([OH:8])=[O:7])=[CH:4][C:3]=1[CH:11]=[O:12].CI.[C:15]([O-])([O-])=O.[K+].[K+], predict the reaction product. The product is: [CH3:15][O:7][C:6](=[O:8])[C:5]1[CH:9]=[CH:10][C:2]([F:1])=[C:3]([CH:11]=[O:12])[CH:4]=1. (4) The product is: [CH3:41][C:31]1[CH:36]=[CH:35][C:34]([S:37]([O:28][CH2:27][C@@H:23]2[CH2:24][CH2:25][CH2:26][N:22]2[S:19]([C:10]2[CH:9]=[CH:8][C:7]3[N:6]4[CH2:29][C:2]([CH3:30])([CH3:1])[CH2:3][N:4]=[C:5]4[C:13]4([O:18][CH2:17][CH2:16][CH2:15][O:14]4)[C:12]=3[CH:11]=2)(=[O:21])=[O:20])(=[O:39])=[O:38])=[CH:33][CH:32]=1. Given the reactants [CH3:1][C:2]1([CH3:30])[CH2:29][N:6]2[C:7]3[CH:8]=[CH:9][C:10]([S:19]([N:22]4[CH2:26][CH2:25][CH2:24][C@H:23]4[CH2:27][OH:28])(=[O:21])=[O:20])=[CH:11][C:12]=3[C:13]3([O:18][CH2:17][CH2:16][CH2:15][O:14]3)[C:5]2=[N:4][CH2:3]1.[C:31]1([CH3:41])[CH:36]=[CH:35][C:34]([S:37](Cl)(=[O:39])=[O:38])=[CH:33][CH:32]=1.C(N(CC)C(C)C)(C)C, predict the reaction product. (5) Given the reactants C([N-]C(C)C)(C)C.[Li+].[N:9]1([C:20]([O:22][C:23]([CH3:26])([CH3:25])[CH3:24])=[O:21])[CH2:14][CH2:13][CH:12]([C:15]([O:17][CH2:18][CH3:19])=[O:16])[CH2:11][CH2:10]1.[Br:27][C:28]([CH2:30]Br)=[CH2:29], predict the reaction product. The product is: [Br:27][C:28](=[CH2:29])[CH2:30][C:12]1([C:15]([O:17][CH2:18][CH3:19])=[O:16])[CH2:11][CH2:10][N:9]([C:20]([O:22][C:23]([CH3:25])([CH3:24])[CH3:26])=[O:21])[CH2:14][CH2:13]1. (6) The product is: [CH:14]1[C:13]2[C:12](=[CH:11][C:10]([NH:9][CH2:8][CH2:7][CH2:6][CH2:5][CH2:4][C:3]([OH:27])=[O:2])=[O:26])[C:25]3[C:20](=[CH:21][CH:22]=[CH:23][CH:24]=3)[O:19][C:18]=2[CH:17]=[CH:16][CH:15]=1. Given the reactants C[O:2][C:3](=[O:27])[CH2:4][CH2:5][CH2:6][CH2:7][CH2:8][NH:9][C:10](=[O:26])[CH:11]=[C:12]1[C:25]2[CH:24]=[CH:23][CH:22]=[CH:21][C:20]=2[O:19][C:18]2[C:13]1=[CH:14][CH:15]=[CH:16][CH:17]=2.CO.[Li+].[OH-].Cl, predict the reaction product.